This data is from Full USPTO retrosynthesis dataset with 1.9M reactions from patents (1976-2016). The task is: Predict the reactants needed to synthesize the given product. Given the product [C:21]([C:5](=[C:6]([C:7]1[CH:12]=[CH:11][C:10]([Cl:13])=[CH:9][CH:8]=1)[C:14]1[CH:15]=[CH:16][C:17]([Cl:20])=[CH:18][CH:19]=1)[C:4]([OH:3])=[O:23])(=[O:24])[NH2:22], predict the reactants needed to synthesize it. The reactants are: C([O:3][C:4](=[O:23])[C:5]([C:21]#[N:22])=[C:6]([C:14]1[CH:19]=[CH:18][C:17]([Cl:20])=[CH:16][CH:15]=1)[C:7]1[CH:12]=[CH:11][C:10]([Cl:13])=[CH:9][CH:8]=1)C.[OH-:24].[Na+].